Dataset: Forward reaction prediction with 1.9M reactions from USPTO patents (1976-2016). Task: Predict the product of the given reaction. (1) Given the reactants [C:1]([C:3]1[CH:8]=[CH:7][C:6]([CH:9]2[CH2:14][CH2:13][N:12]([C:15]([C:17]3[CH:18]=[CH:19][C:20]([CH3:36])=[C:21]([NH:23][S:24]([C:27]4[CH:28]=[C:29]([CH:33]=[CH:34][CH:35]=4)[C:30]([OH:32])=O)(=[O:26])=[O:25])[CH:22]=3)=[O:16])[CH2:11][CH2:10]2)=[CH:5][CH:4]=1)#[N:2].[CH:37]([NH2:40])([CH3:39])[CH3:38], predict the reaction product. The product is: [C:1]([C:3]1[CH:8]=[CH:7][C:6]([CH:9]2[CH2:10][CH2:11][N:12]([C:15]([C:17]3[CH:18]=[CH:19][C:20]([CH3:36])=[C:21]([NH:23][S:24]([C:27]4[CH:28]=[C:29]([CH:33]=[CH:34][CH:35]=4)[C:30]([NH:40][CH:37]([CH3:39])[CH3:38])=[O:32])(=[O:25])=[O:26])[CH:22]=3)=[O:16])[CH2:13][CH2:14]2)=[CH:5][CH:4]=1)#[N:2]. (2) The product is: [Cl:23][CH2:24][C@@H:25]1[C:33]2[C:32]3[CH:34]=[CH:35][CH:36]=[CH:37][C:31]=3[C:30]([O:15][S:8]([C:11]([F:14])([F:13])[F:12])(=[O:10])=[O:9])=[CH:29][C:28]=2[N:27]([C:39]([O:41][C:42]([CH3:45])([CH3:44])[CH3:43])=[O:40])[CH2:26]1. Given the reactants C(N(CC)CC)C.[S:8]([O:15]S(C(F)(F)F)(=O)=O)([C:11]([F:14])([F:13])[F:12])(=[O:10])=[O:9].[Cl:23][CH2:24][C@@H:25]1[C:33]2[C:32]3[CH:34]=[CH:35][CH:36]=[CH:37][C:31]=3[C:30](O)=[CH:29][C:28]=2[N:27]([C:39]([O:41][C:42]([CH3:45])([CH3:44])[CH3:43])=[O:40])[CH2:26]1, predict the reaction product.